From a dataset of Peptide-MHC class II binding affinity with 134,281 pairs from IEDB. Regression. Given a peptide amino acid sequence and an MHC pseudo amino acid sequence, predict their binding affinity value. This is MHC class II binding data. (1) The peptide sequence is QIEGLIPDACSKIRS. The MHC is DRB1_0101 with pseudo-sequence DRB1_0101. The binding affinity (normalized) is 0.813. (2) The peptide sequence is LVQDDVIPANWKPDT. The MHC is DRB1_0301 with pseudo-sequence DRB1_0301. The binding affinity (normalized) is 0.458. (3) The peptide sequence is YDKFEANVSTVLTGK. The MHC is DRB1_0401 with pseudo-sequence DRB1_0401. The binding affinity (normalized) is 0.607. (4) The peptide sequence is IGLVTQTINDFYFVI. The MHC is DRB1_0301 with pseudo-sequence DRB1_0301. The binding affinity (normalized) is 0.535. (5) The peptide sequence is HGVAKNPVVDGNPTV. The MHC is HLA-DQA10303-DQB10402 with pseudo-sequence HLA-DQA10303-DQB10402. The binding affinity (normalized) is 0. (6) The peptide sequence is YTDYLTVMDRYSVDA. The MHC is DRB1_1101 with pseudo-sequence DRB1_1101. The binding affinity (normalized) is 0.600. (7) The peptide sequence is VVAPQLPADLMIRII. The MHC is HLA-DQA10501-DQB10201 with pseudo-sequence HLA-DQA10501-DQB10201. The binding affinity (normalized) is 0.219. (8) The peptide sequence is NTQLTRRSEILQLVG. The MHC is DRB1_0101 with pseudo-sequence DRB1_0101. The binding affinity (normalized) is 0.436. (9) The peptide sequence is PTAPPAGAADRTRPP. The MHC is DRB1_0101 with pseudo-sequence DRB1_0101. The binding affinity (normalized) is 0. (10) The peptide sequence is GADATAAAAFEQFLA. The MHC is HLA-DQA10501-DQB10301 with pseudo-sequence HLA-DQA10501-DQB10301. The binding affinity (normalized) is 0.596.